This data is from Catalyst prediction with 721,799 reactions and 888 catalyst types from USPTO. The task is: Predict which catalyst facilitates the given reaction. (1) Reactant: [Cl:1][C:2]1[CH:3]=[C:4]([CH2:15][CH:16]([NH:20][CH:21]=O)[CH:17]([CH3:19])[CH3:18])[CH:5]=[C:6]([O:9][CH2:10][CH2:11][CH2:12][O:13][CH3:14])[C:7]=1[F:8].O=P(Cl)(Cl)Cl. Product: [Cl:1][C:2]1[C:7]([F:8])=[C:6]([O:9][CH2:10][CH2:11][CH2:12][O:13][CH3:14])[CH:5]=[C:4]2[C:3]=1[CH:21]=[N:20][CH:16]([CH:17]([CH3:18])[CH3:19])[CH2:15]2. The catalyst class is: 10. (2) Reactant: Cl[C:2]1[C:11]2[C:6](=[N:7][CH:8]=[CH:9][CH:10]=2)[N:5]=[C:4]([C:12]2[CH:17]=[C:16]([Cl:18])[CH:15]=[CH:14][C:13]=2[F:19])[CH:3]=1.[C:20]([O:24][C:25](=[O:34])[NH:26][C:27]1[N:32]=[C:31]([NH2:33])[CH:30]=[CH:29][N:28]=1)([CH3:23])([CH3:22])[CH3:21].CC1(C)C2C(=C(P(C3C=CC=CC=3)C3C=CC=CC=3)C=CC=2)OC2C(P(C3C=CC=CC=3)C3C=CC=CC=3)=CC=CC1=2. The catalyst class is: 62. Product: [C:20]([O:24][C:25](=[O:34])[NH:26][C:27]1[N:32]=[C:31]([NH:33][C:2]2[C:11]3[C:6](=[N:7][CH:8]=[CH:9][CH:10]=3)[N:5]=[C:4]([C:12]3[CH:17]=[C:16]([Cl:18])[CH:15]=[CH:14][C:13]=3[F:19])[CH:3]=2)[CH:30]=[CH:29][N:28]=1)([CH3:23])([CH3:21])[CH3:22]. (3) Reactant: [BH4-].[Na+].[F:3][C:4]1[C:16]([F:17])=[C:15]([F:18])[CH:14]=[CH:13][C:5]=1[NH:6][C@@H:7]([CH3:12])[C:8](OC)=[O:9].CO.O. Product: [F:3][C:4]1[C:16]([F:17])=[C:15]([F:18])[CH:14]=[CH:13][C:5]=1[NH:6][C@@H:7]([CH3:12])[CH2:8][OH:9]. The catalyst class is: 2. (4) Reactant: [CH3:1][Si:2]([CH3:19])([CH3:18])[CH2:3][CH2:4][O:5][C:6]([NH:8][CH2:9][CH2:10][CH2:11][CH2:12][CH2:13][CH2:14][C:15]([O-])=O)=[O:7].CO.[C:26]([OH:28])(=[O:27])[CH2:24][C:24]([CH2:24][C:26]([OH:28])=[O:27])([C:26]([OH:28])=[O:27])O.C(N(CC)CC)C.C(O)(=O)CC(O)=O.CN(C)C=O.P([O-])(O)(O)=O.[K+]. Product: [CH3:1][Si:2]([CH3:19])([CH3:18])[CH2:3][CH2:4][O:5][C:6]([NH:8][CH2:9][CH2:10][CH2:11][CH2:12][CH2:13]/[CH:14]=[CH:15]/[CH2:24][C:26]([OH:28])=[O:27])=[O:7]. The catalyst class is: 11. (5) Reactant: [N:1]([C@H:4]([C:24]1[C:25]([CH3:34])=[C:26]2[C:30](=[CH:31][CH:32]=1)[C:29](=[O:33])[O:28][CH2:27]2)[CH2:5][N:6]1[CH2:23][CH2:22][C:9]2([C:13](=[O:14])[N:12]([C:15]3[CH2:16][O:17][C:18](=[O:21])[C:19]=3[CH3:20])[CH2:11][CH2:10]2)[CH2:8][CH2:7]1)=[N+]=[N-].O1CCCC1.C1(P(C2C=CC=CC=2)C2C=CC=CC=2)C=CC=CC=1. Product: [NH2:1][C@H:4]([C:24]1[C:25]([CH3:34])=[C:26]2[C:30](=[CH:31][CH:32]=1)[C:29](=[O:33])[O:28][CH2:27]2)[CH2:5][N:6]1[CH2:7][CH2:8][C:9]2([C:13](=[O:14])[N:12]([C:15]3[CH2:16][O:17][C:18](=[O:21])[C:19]=3[CH3:20])[CH2:11][CH2:10]2)[CH2:22][CH2:23]1. The catalyst class is: 6. (6) Reactant: [C:1]([NH:4][C@H:5]([C:13]([OH:15])=[O:14])[CH2:6][CH:7]([C:9]([F:12])([F:11])[F:10])[CH3:8])(=[O:3])[CH3:2].[OH-].[Na+]. Product: [C:1]([NH:4][C@@H:5]([C:13]([OH:15])=[O:14])[CH2:6][CH:7]([C:9]([F:11])([F:12])[F:10])[CH3:8])(=[O:3])[CH3:2]. The catalyst class is: 6. (7) Reactant: N#N.[CH3:3][CH2:4][Mg+].[Br-].B(F)(F)F.CCOCC.[C:16]([O:20][C:21]([N:23]1[CH:28]=[CH:27][C:26](=[O:29])[CH2:25][CH:24]1[CH2:30][C:31]1[CH:36]=[CH:35][CH:34]=[CH:33][CH:32]=1)=[O:22])([CH3:19])([CH3:18])[CH3:17]. Product: [C:16]([O:20][C:21]([N:23]1[CH:28]([CH2:3][CH3:4])[CH2:27][C:26](=[O:29])[CH2:25][CH:24]1[CH2:30][C:31]1[CH:32]=[CH:33][CH:34]=[CH:35][CH:36]=1)=[O:22])([CH3:19])([CH3:17])[CH3:18]. The catalyst class is: 356. (8) Reactant: [CH:1]1[C:10]2[C:5](=CC=CC=2)[CH:4]=[CH:3][C:2]=1CO.N1[CH:18]=[CH:17][CH:16]=[CH:15][CH:14]=1.P(Br)(Br)[Br:20]. Product: [Br:20][CH2:14][C:15]1[C:10]2[C:1](=[CH:2][CH:3]=[CH:4][CH:5]=2)[CH:18]=[CH:17][CH:16]=1. The catalyst class is: 11. (9) Reactant: Cl[C:2]1[C:11]2[C:6](=[CH:7][C:8]([O:14][CH2:15][CH2:16][CH2:17][N:18]3[CH2:22][CH2:21][CH2:20][CH2:19]3)=[C:9]([O:12][CH3:13])[CH:10]=2)[N:5]=[CH:4][N:3]=1.[F:23][C:24]1[C:32]([OH:33])=[CH:31][CH:30]=[C:29]2[C:25]=1[CH:26]=[CH:27][NH:28]2.C(=O)([O-])[O-].[K+].[K+]. Product: [F:23][C:24]1[C:32]([O:33][C:2]2[C:11]3[C:6](=[CH:7][C:8]([O:14][CH2:15][CH2:16][CH2:17][N:18]4[CH2:22][CH2:21][CH2:20][CH2:19]4)=[C:9]([O:12][CH3:13])[CH:10]=3)[N:5]=[CH:4][N:3]=2)=[CH:31][CH:30]=[C:29]2[C:25]=1[CH:26]=[CH:27][NH:28]2. The catalyst class is: 3.